From a dataset of Forward reaction prediction with 1.9M reactions from USPTO patents (1976-2016). Predict the product of the given reaction. (1) Given the reactants [CH3:1][O:2][C:3](=[O:13])[C:4]1[CH:9]=[C:8]([CH:10]=O)[CH:7]=[CH:6][C:5]=1[F:12].[CH2:14]([NH2:20])[CH2:15][CH2:16][CH2:17][CH2:18][CH3:19].C(O[BH-](OC(=O)C)OC(=O)C)(=O)C.C(O)(=O)C.C([O-])(O)=O.[Na+], predict the reaction product. The product is: [F:12][C:5]1[CH:6]=[CH:7][C:8]([CH2:10][NH:20][CH2:14][CH2:15][CH2:16][CH2:17][CH2:18][CH3:19])=[CH:9][C:4]=1[C:3]([O:2][CH3:1])=[O:13]. (2) Given the reactants Br[C:2]1[C:3]2[C:8]([C:9]([C:16]3[CH:25]=[CH:24][C:23]4[C:18](=[CH:19][CH:20]=[CH:21][CH:22]=4)[CH:17]=3)=[C:10]3[C:15]=1[CH:14]=[CH:13][CH:12]=[CH:11]3)=[CH:7][CH:6]=[CH:5][CH:4]=2.[CH3:26][C:27]1([CH3:61])[C:51]2[C:31]([CH:32]=[C:33]3[CH:50]=[C:49]4[C:36]([C:37]5[C:42]([C:43]6[C:48]4=[CH:47][CH:46]=[CH:45][CH:44]=6)=[CH:41][CH:40]=[CH:39][CH:38]=5)=[CH:35][C:34]3=2)=[CH:30][C:29](B2OC(C)(C)C(C)(C)O2)=[CH:28]1.C([O-])([O-])=O.[Na+].[Na+].CCO, predict the reaction product. The product is: [CH3:61][C:27]1([CH3:26])[C:51]2[C:31]([CH:32]=[C:33]3[CH:50]=[C:49]4[C:36]([C:37]5[C:42]([C:43]6[C:48]4=[CH:47][CH:46]=[CH:45][CH:44]=6)=[CH:41][CH:40]=[CH:39][CH:38]=5)=[CH:35][C:34]3=2)=[CH:30][C:29]([C:2]2[C:3]3[C:8]([C:9]([C:16]4[CH:25]=[CH:24][C:23]5[C:18](=[CH:19][CH:20]=[CH:21][CH:22]=5)[CH:17]=4)=[C:10]4[C:15]=2[CH:14]=[CH:13][CH:12]=[CH:11]4)=[CH:7][CH:6]=[CH:5][CH:4]=3)=[CH:28]1.